Dataset: HIV replication inhibition screening data with 41,000+ compounds from the AIDS Antiviral Screen. Task: Binary Classification. Given a drug SMILES string, predict its activity (active/inactive) in a high-throughput screening assay against a specified biological target. (1) The molecule is CCOc1ccccc1NC(=O)C(=O)C1C(=O)Nc2ccccc2S1=O. The result is 0 (inactive). (2) The drug is COc1ccc(-c2cc(=O)c3c(O)cc(O)c(-c4cc(-c5cc(=O)c6c(O)cc(OC)cc6o5)ccc4OC)c3o2)cc1. The result is 0 (inactive). (3) The drug is CC1(C)[N+]([O-])=[N+]([O-])C1(C)Br. The result is 0 (inactive). (4) The drug is COC(=O)C1=C(O)C(C(=O)OC)C2(C3CC=CC3)C(C(=O)OC)=C(O)C(C(=O)OC)C12. The result is 0 (inactive). (5) The compound is COc1ccc(S(=O)Cc2cc(OC)ccc2OC)cc1. The result is 0 (inactive).